This data is from Catalyst prediction with 721,799 reactions and 888 catalyst types from USPTO. The task is: Predict which catalyst facilitates the given reaction. (1) Reactant: C([N:8]([C@@H](C1C=CC=CC=1)C)[C@H:9]([CH2:18][CH2:19][CH2:20][CH3:21])[CH2:10][C:11]([O:13][C:14]([CH3:17])([CH3:16])[CH3:15])=[O:12])C1C=CC=CC=1. Product: [NH2:8][C@H:9]([CH2:18][CH2:19][CH2:20][CH3:21])[CH2:10][C:11]([O:13][C:14]([CH3:15])([CH3:16])[CH3:17])=[O:12]. The catalyst class is: 129. (2) The catalyst class is: 34. Reactant: [Cl:1][C:2]1[CH:7]=[C:6]([Cl:8])[CH:5]=[CH:4][C:3]=1[C:9]1[C:14]([CH2:15][OH:16])=[CH:13][N:12]=[C:11]([NH:17][CH2:18][CH2:19][NH:20][C:21]([O:23][C:24]([CH3:27])([CH3:26])[CH3:25])=[O:22])[N:10]=1.C(Cl)(=O)C(Cl)=O.CS(C)=O.C(N(CC)CC)C. Product: [Cl:1][C:2]1[CH:7]=[C:6]([Cl:8])[CH:5]=[CH:4][C:3]=1[C:9]1[C:14]([CH:15]=[O:16])=[CH:13][N:12]=[C:11]([NH:17][CH2:18][CH2:19][NH:20][C:21]([O:23][C:24]([CH3:27])([CH3:26])[CH3:25])=[O:22])[N:10]=1. (3) The catalyst class is: 11. Product: [CH3:1][O:2][C:3]1[CH:4]=[CH:5][C:6]2[O:10][CH:9]=[C:8]([CH2:20][C:21]([CH3:22])=[O:23])[C:7]=2[CH:12]=1. Reactant: [CH3:1][O:2][C:3]1[CH:4]=[CH:5][C:6]2[O:10][CH2:9][C:8](=O)[C:7]=2[CH:12]=1.C1(P(C2C=CC=CC=2)(C2C=CC=CC=2)=[CH:20][C:21](=[O:23])[CH3:22])C=CC=CC=1. (4) Reactant: [CH:1]([C:3]1[CH:12]=[CH:11][C:6]2[C:7](=[O:10])[O:8][CH2:9][C:5]=2[C:4]=1[CH2:13][CH2:14][OH:15])=[CH2:2].C1C=C(Cl)C=C(C(OO)=[O:24])C=1. Product: [OH:15][CH2:14][CH2:13][C:4]1[C:5]2[CH2:9][O:8][C:7](=[O:10])[C:6]=2[CH:11]=[CH:12][C:3]=1[CH:1]1[CH2:2][O:24]1. The catalyst class is: 4.